From a dataset of Forward reaction prediction with 1.9M reactions from USPTO patents (1976-2016). Predict the product of the given reaction. Given the reactants [C:1]([OH:9])(=[O:8])[C:2]([CH2:4][C:5](O)=[O:6])=[CH2:3].[CH2:10]([NH2:17])[C:11]1[CH:16]=[CH:15][CH:14]=[CH:13][CH:12]=1, predict the reaction product. The product is: [CH2:10]([N:17]1[C:5](=[O:6])[CH2:4][CH:2]([C:1]([OH:9])=[O:8])[CH2:3]1)[C:11]1[CH:16]=[CH:15][CH:14]=[CH:13][CH:12]=1.